From a dataset of CYP2D6 inhibition data for predicting drug metabolism from PubChem BioAssay. Regression/Classification. Given a drug SMILES string, predict its absorption, distribution, metabolism, or excretion properties. Task type varies by dataset: regression for continuous measurements (e.g., permeability, clearance, half-life) or binary classification for categorical outcomes (e.g., BBB penetration, CYP inhibition). Dataset: cyp2d6_veith. (1) The drug is Cc1ccc(N(Cc2ccccc2)Cc2ccccc2)cc1. The result is 0 (non-inhibitor). (2) The compound is O=c1cc(CN2CCN(c3ccc(F)cc3)CC2)c2cc3c(cc2o1)CCCC3. The result is 0 (non-inhibitor). (3) The molecule is Cc1cccc(Nc2nc3c(c(=O)n(C)c(=O)n3C)n2CC(O)CO)c1. The result is 0 (non-inhibitor). (4) The molecule is COc1cc(C(=O)Oc2ccccc2/C=N/NC(=O)c2ccc(C)cc2)cc(OC)c1OC. The result is 0 (non-inhibitor). (5) The result is 1 (inhibitor). The drug is FC(F)(F)c1cccc(N2CCN(CC3CC4C=CC3C4)CC2)c1. (6) The molecule is CCCCc1nc2ccccc2c(=O)n1-c1ccccc1[N+](=O)[O-]. The result is 0 (non-inhibitor).